From a dataset of Full USPTO retrosynthesis dataset with 1.9M reactions from patents (1976-2016). Predict the reactants needed to synthesize the given product. Given the product [Br:19][C:6]1[NH:7][C:8]2[C:4](=[N:3][CH:2]=[N:1][CH:9]=2)[N:5]=1, predict the reactants needed to synthesize it. The reactants are: [N:1]1[CH:9]=[C:8]2[C:4]([N:5]=[CH:6][NH:7]2)=[N:3][CH:2]=1.CC(O)=O.C(O[Na])(C)=O.[Br:19]Br.